Dataset: Reaction yield outcomes from USPTO patents with 853,638 reactions. Task: Predict the reaction yield, written as a fraction of the theoretical maximum amount of product (1.0 means a 100% yield; for example, 0.34 means a 34% yield). (1) The reactants are [N:1]1[C:10]2[C:5](=[CH:6][C:7]([C:11]([O:13][CH3:14])=[O:12])=[CH:8][CH:9]=2)[CH:4]=[CH:3][CH:2]=1.[Cl:15]N1C(=O)CCC1=O. The catalyst is CN(C=O)C.[Cl-].[Na+].O. The product is [Cl:15][C:3]1[CH:2]=[N:1][C:10]2[C:5]([CH:4]=1)=[CH:6][C:7]([C:11]([O:13][CH3:14])=[O:12])=[CH:8][CH:9]=2. The yield is 0.510. (2) The reactants are [N:1]1([C:7]2[C:8]3[CH:35]=[CH:34][N:33]([CH2:36][C:37]([F:40])([F:39])[F:38])[C:9]=3[N:10]=[C:11]([C:13]3[CH:18]=[CH:17][C:16]([NH:19][C:20]([NH:22][C:23]4[CH:32]=[CH:31][C:26]([C:27]([O:29]C)=[O:28])=[CH:25][CH:24]=4)=[O:21])=[CH:15][CH:14]=3)[N:12]=2)[CH2:6][CH2:5][O:4][CH2:3][CH2:2]1.[OH-].[Na+]. The catalyst is CO.C1COCC1. The product is [F:39][C:37]([F:38])([F:40])[CH2:36][N:33]1[C:9]2[N:10]=[C:11]([C:13]3[CH:14]=[CH:15][C:16]([NH:19][C:20]([NH:22][C:23]4[CH:32]=[CH:31][C:26]([C:27]([OH:29])=[O:28])=[CH:25][CH:24]=4)=[O:21])=[CH:17][CH:18]=3)[N:12]=[C:7]([N:1]3[CH2:2][CH2:3][O:4][CH2:5][CH2:6]3)[C:8]=2[CH:35]=[CH:34]1. The yield is 1.00. (3) The catalyst is [Pd].CCOC(C)=O. The product is [OH:8][C:7]1[CH:6]=[CH:5][C:4]([C@H:16]([CH2:22][CH2:23][CH3:24])[CH2:17][C:18]([O:20][CH3:21])=[O:19])=[CH:3][C:2]=1[CH3:1]. The reactants are [CH3:1][C:2]1[CH:3]=[C:4]([C@H:16]([CH2:22][CH2:23][CH3:24])[CH2:17][C:18]([O:20][CH3:21])=[O:19])[CH:5]=[CH:6][C:7]=1[O:8]CC1C=CC=CC=1. The yield is 0.340. (4) The reactants are [Cl:1][C:2]1[N:3]=[C:4]([N:13]2[CH2:18][CH2:17][O:16][CH2:15][CH2:14]2)[C:5]2[S:10][C:9]([CH2:11]O)=[CH:8][C:6]=2[N:7]=1.C1(P(C2C=CC=CC=2)C2C=CC=CC=2)C=CC=CC=1.C(Br)(Br)(Br)[Br:39]. The catalyst is C(Cl)Cl. The product is [Br:39][CH2:11][C:9]1[S:10][C:5]2[C:4]([N:13]3[CH2:18][CH2:17][O:16][CH2:15][CH2:14]3)=[N:3][C:2]([Cl:1])=[N:7][C:6]=2[CH:8]=1. The yield is 0.460. (5) The reactants are [CH3:1][O:2][C:3]1[CH:4]=[C:5](Br)[CH:6]=[C:7]([O:11][CH3:12])[C:8]=1[O:9][CH3:10].C([Li])CCC.[CH3:19][O:20][C:21]1[CH:22]=[CH:23][C:24]2[C:30](=[O:31])[CH2:29][CH2:28][CH2:27][CH2:26][C:25]=2[CH:32]=1.O. The catalyst is CCOCC. The product is [CH3:19][O:20][C:21]1[CH:22]=[CH:23][C:24]2[C:30]([C:5]3[CH:4]=[C:3]([O:2][CH3:1])[C:8]([O:9][CH3:10])=[C:7]([O:11][CH3:12])[CH:6]=3)([OH:31])[CH2:29][CH2:28][CH2:27][CH2:26][C:25]=2[CH:32]=1. The yield is 0.490. (6) The yield is 0.420. The catalyst is C(O)CCC.C(O)(C)C. The reactants are [NH2:1][C:2]1[CH:17]=[CH:16][C:5]([C:6]([NH:8][CH:9]2[CH2:14][CH2:13][N:12]([CH3:15])[CH2:11][CH2:10]2)=[O:7])=[C:4]([F:18])[CH:3]=1.CC1C=CC(S(O)(=O)=O)=CC=1.Cl[C:31]1[N:39]=[C:38]2[C:34]([N:35]([CH3:44])[C:36](=[O:43])[N:37]2[CH:40]([CH3:42])[CH3:41])=[CH:33][N:32]=1. The product is [F:18][C:4]1[CH:3]=[C:2]([NH:1][C:31]2[N:39]=[C:38]3[C:34]([N:35]([CH3:44])[C:36](=[O:43])[N:37]3[CH:40]([CH3:41])[CH3:42])=[CH:33][N:32]=2)[CH:17]=[CH:16][C:5]=1[C:6]([NH:8][CH:9]1[CH2:10][CH2:11][N:12]([CH3:15])[CH2:13][CH2:14]1)=[O:7].